Dataset: Peptide-MHC class II binding affinity with 134,281 pairs from IEDB. Task: Regression. Given a peptide amino acid sequence and an MHC pseudo amino acid sequence, predict their binding affinity value. This is MHC class II binding data. (1) The peptide sequence is AMTKGEGGVWTF. The MHC is DRB1_0301 with pseudo-sequence DRB1_0301. The binding affinity (normalized) is 0. (2) The peptide sequence is YCDMMSLNLTIVSVS. The binding affinity (normalized) is 0.357. The MHC is DRB1_0901 with pseudo-sequence DRB1_0901. (3) The peptide sequence is VIDAMCHATLTYRML. The MHC is DRB1_0801 with pseudo-sequence DRB1_0801. The binding affinity (normalized) is 0.444.